From a dataset of Forward reaction prediction with 1.9M reactions from USPTO patents (1976-2016). Predict the product of the given reaction. (1) The product is: [F:25][C:24]([F:27])([F:26])[C@H:23]([NH:28][C:18]([C:14]1[S:13][C:12](/[CH:11]=[CH:10]/[C:9]2[C:5]([CH2:1][CH2:2][CH2:3][CH3:4])=[N:6][O:7][C:8]=2[CH3:21])=[N:16][C:15]=1[CH3:17])=[O:20])[CH3:22]. Given the reactants [CH2:1]([C:5]1[C:9](/[CH:10]=[CH:11]/[C:12]2[S:13][C:14]([C:18]([OH:20])=O)=[C:15]([CH3:17])[N:16]=2)=[C:8]([CH3:21])[O:7][N:6]=1)[CH2:2][CH2:3][CH3:4].[CH3:22][CH:23]([NH2:28])[C:24]([F:27])([F:26])[F:25], predict the reaction product. (2) Given the reactants [CH2:1]([O:8][CH2:9][CH2:10][CH2:11][C@H:12]([C:21]1[C:25]2[C:26](=[O:35])[CH2:27][CH2:28][CH:29]([CH2:30][CH2:31][CH:32]([CH3:34])[CH3:33])[C:24]=2[O:23][N:22]=1)[CH2:13][C:14]([O:16][C:17]([CH3:20])([CH3:19])[CH3:18])=[O:15])[C:2]1[CH:7]=[CH:6][CH:5]=[CH:4][CH:3]=1.CO.O.O.O.O.O.O.O.[Cl-].[Ce+3].[Cl-].[Cl-].[BH4-].[Na+], predict the reaction product. The product is: [CH2:1]([O:8][CH2:9][CH2:10][CH2:11][C@H:12]([C:21]1[C:25]2[CH:26]([OH:35])[CH2:27][CH2:28][CH:29]([CH2:30][CH2:31][CH:32]([CH3:33])[CH3:34])[C:24]=2[O:23][N:22]=1)[CH2:13][C:14]([O:16][C:17]([CH3:20])([CH3:19])[CH3:18])=[O:15])[C:2]1[CH:3]=[CH:4][CH:5]=[CH:6][CH:7]=1. (3) Given the reactants [C:1]([CH:4]([CH2:7][CH:8]=[C:9]([CH3:11])[CH3:10])[CH2:5][OH:6])([CH3:3])=[CH2:2].C1(C)C=CC=CC=1.C(N(CC)CC)C.[CH3:26][S:27](Cl)(=[O:29])=[O:28], predict the reaction product. The product is: [CH3:26][S:27]([O:6][CH2:5][CH:4]([C:1]([CH3:3])=[CH2:2])[CH2:7][CH:8]=[C:9]([CH3:11])[CH3:10])(=[O:29])=[O:28]. (4) Given the reactants [N:1]1([CH2:8][CH2:9][CH2:10][O:11][C:12]2[CH:17]=[CH:16][C:15]([CH2:18][CH2:19][N:20]3[CH2:25][CH2:24][N:23](C(OC(C)(C)C)=O)[CH2:22][CH2:21]3)=[CH:14][CH:13]=2)[CH2:7][CH2:6][CH2:5][CH2:4][CH2:3][CH2:2]1.FC(F)(F)C(O)=O, predict the reaction product. The product is: [N:20]1([CH2:19][CH2:18][C:15]2[CH:14]=[CH:13][C:12]([O:11][CH2:10][CH2:9][CH2:8][N:1]3[CH2:2][CH2:3][CH2:4][CH2:5][CH2:6][CH2:7]3)=[CH:17][CH:16]=2)[CH2:21][CH2:22][NH:23][CH2:24][CH2:25]1. (5) Given the reactants [CH:1]([C:4]1[C:12]2[C:7](=[CH:8][CH:9]=[C:10]([O:13][C:14]3[C:21]([Cl:22])=[CH:20][C:17]([CH:18]=[O:19])=[CH:16][C:15]=3[Cl:23])[CH:11]=2)[NH:6][CH:5]=1)([CH3:3])[CH3:2].[BH4-].[Na+], predict the reaction product. The product is: [CH:1]([C:4]1[C:12]2[C:7](=[CH:8][CH:9]=[C:10]([O:13][C:14]3[C:15]([Cl:23])=[CH:16][C:17]([CH2:18][OH:19])=[CH:20][C:21]=3[Cl:22])[CH:11]=2)[NH:6][CH:5]=1)([CH3:3])[CH3:2]. (6) Given the reactants [N+:1]([C:4]1[CH:5]=[C:6]2[C:11](=[CH:12][CH:13]=1)[N:10]([CH2:14][CH2:15][N:16]1[CH2:20][CH2:19][CH2:18][CH2:17]1)[C:9](=[O:21])[CH2:8][CH2:7]2)([O-])=O.O.NN, predict the reaction product. The product is: [NH2:1][C:4]1[CH:5]=[C:6]2[C:11](=[CH:12][CH:13]=1)[N:10]([CH2:14][CH2:15][N:16]1[CH2:17][CH2:18][CH2:19][CH2:20]1)[C:9](=[O:21])[CH2:8][CH2:7]2.